The task is: Predict the reactants needed to synthesize the given product.. This data is from Full USPTO retrosynthesis dataset with 1.9M reactions from patents (1976-2016). (1) Given the product [CH3:8][C:3]1[CH:4]=[C:5]([CH3:7])[CH:6]=[C:1]([CH3:14])[C:2]=1[S:9]([O-:12])(=[O:11])=[O:10].[NH2:13][N+:25]1[CH:24]=[C:23]([F:26])[C:18]([C:19]([O:21][CH3:22])=[O:20])=[CH:17][C:16]=1[NH2:15], predict the reactants needed to synthesize it. The reactants are: [C:1]1([CH3:14])[CH:6]=[C:5]([CH3:7])[CH:4]=[C:3]([CH3:8])[C:2]=1[S:9]([O:12][NH2:13])(=[O:11])=[O:10].[NH2:15][C:16]1[CH:17]=[C:18]([C:23]([F:26])=[CH:24][N:25]=1)[C:19]([O:21][CH3:22])=[O:20]. (2) The reactants are: N1[CH2:6][CH2:5]OCC1.[C:7](O)(=O)C.[CH3:11][C:12]1([CH3:20])[O:17][C:16](=[O:18])[CH2:15][C:14](=[O:19])[O:13]1. Given the product [C:5](=[C:15]1[C:16](=[O:18])[O:17][C:12]([CH3:20])([CH3:11])[O:13][C:14]1=[O:19])([CH3:6])[CH3:7], predict the reactants needed to synthesize it. (3) Given the product [C:43]([C:41]1[CH:40]=[CH:39][C:37]2[O:38][CH:33]([C:31]([NH:30][C:15]3[CH:16]=[C:17]([OH:25])[C:18]([CH:20]4[CH2:21][CH2:22][CH2:23][CH2:24]4)=[CH:19][C:14]=3[C:11]3[CH2:12][CH2:13][NH:8][CH2:9][CH:10]=3)=[O:32])[CH2:34][NH:35][C:36]=2[CH:42]=1)#[N:44], predict the reactants needed to synthesize it. The reactants are: C(OC([N:8]1[CH2:13][CH:12]=[C:11]([C:14]2[CH:19]=[C:18]([CH:20]3[CH2:24][CH2:23][CH2:22][CH2:21]3)[C:17]([O:25]C(OC)=O)=[CH:16][C:15]=2[NH:30][C:31]([CH:33]2[O:38][C:37]3[CH:39]=[CH:40][C:41]([C:43]#[N:44])=[CH:42][C:36]=3[N:35](C(OCC)=O)[CH2:34]2)=[O:32])[CH2:10][CH2:9]1)=O)(C)(C)C.[OH-].[Na+].Cl. (4) Given the product [CH3:36][O:35][CH2:34][CH2:33][CH2:32][CH2:31][C:17]1([CH2:16][NH:15][C:14]([CH:10]2[CH2:11][CH2:12][CH2:13][NH:8][CH2:9]2)=[O:37])[C:18]2[CH:19]=[CH:20][CH:21]=[CH:22][C:23]=2[O:24][C:25]2[C:30]1=[CH:29][CH:28]=[CH:27][CH:26]=2, predict the reactants needed to synthesize it. The reactants are: C(OC([N:8]1[CH2:13][CH2:12][CH2:11][CH:10]([C:14](=[O:37])[NH:15][CH2:16][C:17]2([CH2:31][CH2:32][CH2:33][CH2:34][O:35][CH3:36])[C:30]3[CH:29]=[CH:28][CH:27]=[CH:26][C:25]=3[O:24][C:23]3[C:18]2=[CH:19][CH:20]=[CH:21][CH:22]=3)[CH2:9]1)=O)(C)(C)C.C([O-])(O)=O.[Na+].CC#N. (5) Given the product [O:1]1[C:6]2[CH:7]=[CH:8][C:9]([CH2:11][N:23]([CH2:22][C:21]3[N:17]([CH2:13][CH2:14][CH2:15][CH3:16])[CH:18]([I:40])[NH:19][C:20]=3[C:34]3[CH:39]=[CH:38][CH:37]=[CH:36][CH:35]=3)[CH2:24][C:25]3[CH:30]=[CH:29][CH:28]=[C:27]([O:31][CH2:32][CH3:33])[CH:26]=3)=[CH:10][C:5]=2[O:4][CH2:3]1, predict the reactants needed to synthesize it. The reactants are: [O:1]1[C:6]2[CH:7]=[CH:8][C:9]([CH:11]=O)=[CH:10][C:5]=2[O:4][CH2:3]C1.[CH2:13]([N:17]1[C:21]([CH2:22][NH:23][CH2:24][C:25]2[CH:30]=[CH:29][CH:28]=[C:27]([O:31][CH2:32][CH3:33])[CH:26]=2)=[C:20]([C:34]2[CH:39]=[CH:38][CH:37]=[CH:36][CH:35]=2)[NH:19][CH:18]1[I:40])[CH2:14][CH2:15][CH3:16].[BH-](OC(C)=O)(OC(C)=O)OC(C)=O.[Na+]. (6) The reactants are: [C:1]1([CH3:15])[CH:6]=[CH:5][C:4]([O:7][C:8]2[CH:14]=[CH:13][C:11]([NH2:12])=[CH:10][CH:9]=2)=[CH:3][CH:2]=1.[CH2:16]([O:23][CH2:24][C@H:25]([NH:29]C(OC(C)(C)C)=O)[C:26](O)=[O:27])[C:17]1[CH:22]=[CH:21][CH:20]=[CH:19][CH:18]=1. Given the product [NH2:29][C@@H:25]([CH2:24][O:23][CH2:16][C:17]1[CH:22]=[CH:21][CH:20]=[CH:19][CH:18]=1)[C:26]([NH:12][C:11]1[CH:13]=[CH:14][C:8]([O:7][C:4]2[CH:3]=[CH:2][C:1]([CH3:15])=[CH:6][CH:5]=2)=[CH:9][CH:10]=1)=[O:27], predict the reactants needed to synthesize it. (7) Given the product [CH3:1][O:2][C:3]1[CH:8]=[CH:7][CH:6]=[CH:5][C:4]=1[S:9][CH2:10][C@@H:11]([CH3:14])[CH2:12][OH:13].[CH3:25][C:15]1[CH:20]=[CH:19][C:18]([S:21]([O-:2])(=[O:23])=[O:22])=[CH:17][CH:16]=1, predict the reactants needed to synthesize it. The reactants are: [CH3:1][O:2][C:3]1[CH:8]=[CH:7][CH:6]=[CH:5][C:4]=1[S:9][CH2:10][C@@H:11]([CH3:14])[CH2:12][OH:13].[C:15]1([CH3:25])[CH:20]=[CH:19][C:18]([S:21](Cl)(=[O:23])=[O:22])=[CH:17][CH:16]=1.C(N(CC)CC)C.Cl.